Regression. Given two drug SMILES strings and cell line genomic features, predict the synergy score measuring deviation from expected non-interaction effect. From a dataset of NCI-60 drug combinations with 297,098 pairs across 59 cell lines. Drug 1: C1=CC(=C2C(=C1NCCNCCO)C(=O)C3=C(C=CC(=C3C2=O)O)O)NCCNCCO. Drug 2: CCC1=C2CN3C(=CC4=C(C3=O)COC(=O)C4(CC)O)C2=NC5=C1C=C(C=C5)O. Cell line: PC-3. Synergy scores: CSS=19.2, Synergy_ZIP=-6.19, Synergy_Bliss=-6.54, Synergy_Loewe=-2.13, Synergy_HSA=-0.491.